This data is from Full USPTO retrosynthesis dataset with 1.9M reactions from patents (1976-2016). The task is: Predict the reactants needed to synthesize the given product. (1) The reactants are: [N:1]12[CH2:7][CH:4]([CH2:5][CH2:6]1)[CH2:3][CH:2]2[C:8]([O:10]C)=[O:9]. Given the product [N:1]12[CH2:7][CH:4]([CH2:5][CH2:6]1)[CH2:3][CH:2]2[C:8]([OH:10])=[O:9], predict the reactants needed to synthesize it. (2) Given the product [C:3]([C:7]1[CH:12]=[CH:11][CH:10]=[CH:9][C:8]=1[N:13]1[CH2:18][CH2:17][N:16]([C:38]([C:37]2[CH:36]=[CH:35][C:34]([O:33][CH2:32][CH:29]3[CH2:28][CH2:27][N:26]([C:24]([O:23][C:19]([CH3:20])([CH3:21])[CH3:22])=[O:25])[CH2:31][CH2:30]3)=[CH:42][CH:41]=2)=[O:39])[CH2:15][CH2:14]1)([CH3:6])([CH3:4])[CH3:5], predict the reactants needed to synthesize it. The reactants are: Cl.Cl.[C:3]([C:7]1[CH:12]=[CH:11][CH:10]=[CH:9][C:8]=1[N:13]1[CH2:18][CH2:17][NH:16][CH2:15][CH2:14]1)([CH3:6])([CH3:5])[CH3:4].[C:19]([O:23][C:24]([N:26]1[CH2:31][CH2:30][CH:29]([CH2:32][O:33][C:34]2[CH:42]=[CH:41][C:37]([C:38](O)=[O:39])=[CH:36][CH:35]=2)[CH2:28][CH2:27]1)=[O:25])([CH3:22])([CH3:21])[CH3:20].C(N(CC)CC)C.CCN=C=NCCCN(C)C.C1C=CC2N(O)N=NC=2C=1. (3) Given the product [NH2:3][C:2](=[N:10][OH:1])[C:4]([O:6][CH2:7][CH3:8])=[O:5], predict the reactants needed to synthesize it. The reactants are: [OH2:1].[C:2]([C:4]([O:6][CH2:7][CH3:8])=[O:5])#[N:3].Cl.[NH2:10]O.C(=O)([O-])[O-].[Na+].[Na+]. (4) Given the product [CH2:21]([C:19]1[N:7]([C:1]2[CH:6]=[CH:5][CH:4]=[CH:3][CH:2]=2)[N:8]=[C:9]2[C:18]=1[C:17]1[CH:16]=[CH:15][CH:14]=[CH:13][C:12]=1[NH:11][C:10]2=[O:31])[CH2:22][CH2:23][CH3:24], predict the reactants needed to synthesize it. The reactants are: [C:1]1([N:7]2[C:19](=O)[C:18]3[C:17]4[CH:16]=[CH:15][CH:14]=[CH:13][C:12]=4[NH:11][CH2:10][C:9]=3[NH:8]2)[CH:6]=[CH:5][CH:4]=[CH:3][CH:2]=1.[CH2:21]([Li])[CH2:22][CH2:23][CH3:24].ICCCC.[O:31]1CCCC1. (5) Given the product [CH3:37][N:10]([CH3:9])[C:11]([C:13]1[CH:18]=[N:17][C:16]([O:19][C:20]2[CH:21]=[C:22]([C:23](=[O:24])[NH:44][C:42]3[S:41][N:40]=[C:39]([CH3:38])[N:43]=3)[CH:26]=[C:27]([O:29][C@H:30]3[CH2:34][CH2:33][N:32]([CH3:35])[C:31]3=[O:36])[CH:28]=2)=[CH:15][N:14]=1)=[O:12], predict the reactants needed to synthesize it. The reactants are: ClC(N(C)C)=C(C)C.[CH3:9][N:10]([CH3:37])[C:11]([C:13]1[N:14]=[CH:15][C:16]([O:19][C:20]2[CH:21]=[C:22]([CH:26]=[C:27]([O:29][C@H:30]3[CH2:34][CH2:33][N:32]([CH3:35])[C:31]3=[O:36])[CH:28]=2)[C:23](O)=[O:24])=[N:17][CH:18]=1)=[O:12].[CH3:38][C:39]1[N:43]=[C:42]([NH2:44])[S:41][N:40]=1.N1C=CC=CC=1.